From a dataset of Catalyst prediction with 721,799 reactions and 888 catalyst types from USPTO. Predict which catalyst facilitates the given reaction. (1) Reactant: CCN(C(C)C)C(C)C.[F:10][C:11]1[CH:19]=[CH:18][C:14]([C:15](Cl)=[O:16])=[CH:13][C:12]=1[N+:20]([O-:22])=[O:21].C(OC(=O)C)(=[O:25])C. Product: [F:10][C:11]1[CH:19]=[CH:18][C:14]([C:15]([OH:25])=[O:16])=[CH:13][C:12]=1[N+:20]([O-:22])=[O:21]. The catalyst class is: 2. (2) Reactant: [CH3:1][CH:2]([CH3:23])[CH:3]([C:5]1[S:22][C:8]2[N:9]=[CH:10][N:11]=[C:12]([NH:13][CH2:14][CH2:15][C:16]3[CH:21]=[CH:20][CH:19]=[CH:18][CH:17]=3)[C:7]=2[CH:6]=1)O.[Cl-].[Al+3].[Cl-].[Cl-].[H-].[Al+3].[Li+].[H-].[H-].[H-].C(OCC)(=O)C. Product: [CH2:3]([C:5]1[S:22][C:8]2[N:9]=[CH:10][N:11]=[C:12]([NH:13][CH2:14][CH2:15][C:16]3[CH:21]=[CH:20][CH:19]=[CH:18][CH:17]=3)[C:7]=2[CH:6]=1)[CH:2]([CH3:23])[CH3:1]. The catalyst class is: 280. (3) Reactant: [Br:1][C:2]1[CH:7]=[CH:6][C:5](I)=[CH:4][CH:3]=1.[CH3:9][Si:10]([CH3:21])([CH3:20])[C:11]1[CH:16]=[CH:15][C:14](B(O)O)=[CH:13][CH:12]=1.C(=O)([O-])[O-].[K+].[K+]. Product: [Br:1][C:2]1[CH:7]=[CH:6][C:5]([C:14]2[CH:15]=[CH:16][C:11]([Si:10]([CH3:21])([CH3:20])[CH3:9])=[CH:12][CH:13]=2)=[CH:4][CH:3]=1. The catalyst class is: 70.